This data is from Reaction yield outcomes from USPTO patents with 853,638 reactions. The task is: Predict the reaction yield, written as a fraction of the theoretical maximum amount of product (1.0 means a 100% yield; for example, 0.34 means a 34% yield). (1) The reactants are Br[C:2]1[N:7]=[C:6]([C:8]([OH:10])=[O:9])[CH:5]=[CH:4][CH:3]=1.[F:11][C:12]1[CH:17]=[C:16]([O:18][CH3:19])[CH:15]=[C:14]([F:20])[C:13]=1B(O)O. The catalyst is C1C=CC(P(C2C=CC=CC=2)[C-]2C=CC=C2)=CC=1.C1C=CC(P(C2C=CC=CC=2)[C-]2C=CC=C2)=CC=1.Cl[Pd]Cl.[Fe+2].C(Cl)Cl. The product is [F:11][C:12]1[CH:17]=[C:16]([O:18][CH3:19])[CH:15]=[C:14]([F:20])[C:13]=1[C:2]1[N:7]=[C:6]([C:8]([OH:10])=[O:9])[CH:5]=[CH:4][CH:3]=1. The yield is 0.420. (2) The reactants are [CH3:1][O:2][C:3](=[O:23])[CH2:4][CH2:5][CH2:6][CH:7]1[CH2:12][CH2:11][N:10]([CH2:13][CH2:14]OCC2C=CC=CC=2)[CH2:9][CH2:8]1.[CH3:24][O:25][C:26](=O)[CH2:27][CH2:28][CH2:29][CH:30]1[CH2:35][CH2:34]NCC1. No catalyst specified. The product is [CH3:1][O:2][C:3](=[O:23])[CH2:4][CH2:5][CH2:6][CH:7]1[CH2:8][CH2:9][N:10]([CH2:13][CH2:14][CH2:24][O:25][CH2:26][C:27]2[CH:28]=[CH:29][CH:30]=[CH:35][CH:34]=2)[CH2:11][CH2:12]1. The yield is 0.400. (3) The reactants are [H-].[Al+3].[Li+].[H-].[H-].[H-].[N:7]1([C:13]2[N:18]=[CH:17][C:16]([NH:19][C:20]([CH:22]3[CH2:27][CH2:26][N:25]([C:28]([C:30]4[CH:35]=[CH:34][C:33]([C:36]([F:39])([F:38])[F:37])=[CH:32][CH:31]=4)=O)[CH2:24][CH2:23]3)=O)=[CH:15][CH:14]=2)[CH2:12][CH2:11][O:10][CH2:9][CH2:8]1. The catalyst is C1COCC1. The product is [N:7]1([C:13]2[N:18]=[CH:17][C:16]([NH:19][CH2:20][CH:22]3[CH2:27][CH2:26][N:25]([CH2:28][C:30]4[CH:31]=[CH:32][C:33]([C:36]([F:39])([F:38])[F:37])=[CH:34][CH:35]=4)[CH2:24][CH2:23]3)=[CH:15][CH:14]=2)[CH2:12][CH2:11][O:10][CH2:9][CH2:8]1. The yield is 0.810. (4) The reactants are [N+:1]([O-])([OH:3])=[O:2].[Cl:5][C:6]1[CH:14]=[C:13]([N+:15]([O-:17])=[O:16])[CH:12]=[CH:11][C:7]=1[C:8]([OH:10])=[O:9]. The catalyst is S(=O)(=O)(O)O. The product is [Cl:5][C:6]1[CH:14]=[C:13]([N+:15]([O-:17])=[O:16])[C:12]([N+:1]([O-:3])=[O:2])=[CH:11][C:7]=1[C:8]([OH:10])=[O:9]. The yield is 0.950. (5) The catalyst is C1COCC1. The yield is 0.740. The reactants are [NH2:1][C:2]1[CH:14]=[CH:13][C:5]([CH:6]=[CH:7][C:8]([O:10][CH2:11][CH3:12])=[O:9])=[CH:4][CH:3]=1.[C:15](O[C:15]([O:17][C:18]([CH3:21])([CH3:20])[CH3:19])=[O:16])([O:17][C:18]([CH3:21])([CH3:20])[CH3:19])=[O:16]. The product is [C:18]([O:17][C:15]([NH:1][C:2]1[CH:3]=[CH:4][C:5](/[CH:6]=[CH:7]/[C:8]([O:10][CH2:11][CH3:12])=[O:9])=[CH:13][CH:14]=1)=[O:16])([CH3:21])([CH3:20])[CH3:19]. (6) The reactants are [CH3:1][N:2]1[CH:6]=[C:5]([C:7]([OH:9])=O)[CH:4]=[N:3]1.Cl.[CH3:11][NH:12][O:13][CH3:14].Cl.CN(C)CCCN=C=NCC.OC1C2N=NNC=2C=CC=1.C(N(CC)CC)C. The catalyst is ClCCl.O. The product is [CH3:14][O:13][N:12]([CH3:11])[C:7]([C:5]1[CH:4]=[N:3][N:2]([CH3:1])[CH:6]=1)=[O:9]. The yield is 0.690. (7) The reactants are [Cl:1][C:2]1[CH:3]=[C:4]2[C:9](=[CH:10][C:11]=1[OH:12])[O:8][C:7](=[O:13])[CH:6]=[C:5]2[CH2:14][C:15]([NH:17][CH2:18][CH2:19][N:20]([CH2:22][CH2:23][CH2:24][CH2:25][CH2:26][CH2:27][CH2:28][CH2:29][CH2:30][CH3:31])[CH3:21])=[O:16].[C:32](OC(=O)C)(=[O:34])[CH3:33].N1C=CC=CC=1. The catalyst is ClCCl. The product is [Cl:1][C:2]1[CH:3]=[C:4]2[C:9](=[CH:10][C:11]=1[O:12][C:32](=[O:34])[CH3:33])[O:8][C:7](=[O:13])[CH:6]=[C:5]2[CH2:14][C:15]([NH:17][CH2:18][CH2:19][N:20]([CH2:22][CH2:23][CH2:24][CH2:25][CH2:26][CH2:27][CH2:28][CH2:29][CH2:30][CH3:31])[CH3:21])=[O:16]. The yield is 0.790.